From a dataset of Full USPTO retrosynthesis dataset with 1.9M reactions from patents (1976-2016). Predict the reactants needed to synthesize the given product. (1) Given the product [NH2:10][C:7]1[CH:6]=[C:3]2[C:2](=[CH:9][CH:8]=1)[NH:13][CH:16]=[CH:4]2, predict the reactants needed to synthesize it. The reactants are: F[C:2]1[CH:9]=[CH:8][C:7]([N+:10]([O-])=O)=[CH:6][C:3]=1[C:4]#N.[N+:13]([C:16]1C=C(C=CC=1)CN)([O-])=O. (2) Given the product [CH3:2][O:3][C:4]1[CH:5]=[C:6]([C:12]2[C@@H:21]3[C@@H:16]([CH2:17][CH2:18][CH2:19][CH2:20]3)[C:15](=[O:22])[N:14]([CH:23]3[CH2:24][CH2:25][N:26]([C:39](=[O:40])[C@H:37]([NH:36][C:34](=[O:35])[O:33][C:29]([CH3:31])([CH3:30])[CH3:32])[CH3:38])[CH2:27][CH2:28]3)[N:13]=2)[CH:7]=[CH:8][C:9]=1[O:10][CH3:11], predict the reactants needed to synthesize it. The reactants are: Cl.[CH3:2][O:3][C:4]1[CH:5]=[C:6]([C:12]2[C@@H:21]3[C@@H:16]([CH2:17][CH2:18][CH2:19][CH2:20]3)[C:15](=[O:22])[N:14]([CH:23]3[CH2:28][CH2:27][NH:26][CH2:25][CH2:24]3)[N:13]=2)[CH:7]=[CH:8][C:9]=1[O:10][CH3:11].[C:29]([O:33][C:34]([NH:36][C@@H:37]([C:39](O)=[O:40])[CH3:38])=[O:35])([CH3:32])([CH3:31])[CH3:30].CCOC(C(C#N)=NOC(N1CCOCC1)=[N+](C)C)=O.F[P-](F)(F)(F)(F)F.CCN(C(C)C)C(C)C. (3) Given the product [CH3:8][O:9][C:10]([C:12]1[CH:13]=[C:14]([CH:33]=[CH:34][C:35]=1[N+:36]([O-:38])=[O:37])[C:15]([C:17]1[N:21]2[CH:22]=[C:23]([C:26]([OH:28])=[O:27])[CH:24]=[CH:25][C:20]2=[CH:19][N:18]=1)=[O:16])=[O:11], predict the reactants needed to synthesize it. The reactants are: FC(F)(F)C(O)=O.[CH3:8][O:9][C:10]([C:12]1[CH:13]=[C:14]([CH:33]=[CH:34][C:35]=1[N+:36]([O-:38])=[O:37])[C:15]([C:17]1[N:21]2[CH:22]=[C:23]([C:26]([O:28]C(C)(C)C)=[O:27])[CH:24]=[CH:25][C:20]2=[CH:19][N:18]=1)=[O:16])=[O:11].